Predict which catalyst facilitates the given reaction. From a dataset of Catalyst prediction with 721,799 reactions and 888 catalyst types from USPTO. Reactant: [Br:1][C:2]1[CH:3]=[C:4]([CH:14]=[CH:15][CH:16]=1)[CH2:5][NH:6][C:7](=[O:13])[O:8][C:9]([CH3:12])([CH3:11])[CH3:10].[H-].[Na+].[CH3:19]I. Product: [Br:1][C:2]1[CH:3]=[C:4]([CH:14]=[CH:15][CH:16]=1)[CH2:5][N:6]([CH3:19])[C:7](=[O:13])[O:8][C:9]([CH3:12])([CH3:11])[CH3:10]. The catalyst class is: 3.